From a dataset of Full USPTO retrosynthesis dataset with 1.9M reactions from patents (1976-2016). Predict the reactants needed to synthesize the given product. (1) Given the product [CH:1]1[C:2]([CH2:10][C@@H:11]([NH2:28])[CH2:12][C:13]([N:15]2[CH2:27][C:19]3=[N:20][N:21]=[C:22]([C:23]([F:26])([F:25])[F:24])[N:18]3[CH2:17][CH2:16]2)=[O:14])=[C:3]([F:9])[CH:4]=[C:5]([F:8])[C:6]=1[F:7].[CH3:29][S:30]([O-:33])(=[O:32])=[O:31], predict the reactants needed to synthesize it. The reactants are: [CH:1]1[C:2]([CH2:10][C@@H:11]([NH2:28])[CH2:12][C:13]([N:15]2[CH2:27][C:19]3=[N:20][N:21]=[C:22]([C:23]([F:26])([F:25])[F:24])[N:18]3[CH2:17][CH2:16]2)=[O:14])=[C:3]([F:9])[CH:4]=[C:5]([F:8])[C:6]=1[F:7].[CH3:29][S:30]([OH:33])(=[O:32])=[O:31]. (2) Given the product [Br:13][C:14]1[C:15]([F:23])=[C:16]([CH:20]=[CH:21][CH:22]=1)[C:17]([N:33]([O:34][CH3:35])[CH3:32])=[O:18], predict the reactants needed to synthesize it. The reactants are: C(N1C=CN=C1)(N1C=CN=C1)=O.[Br:13][C:14]1[C:15]([F:23])=[C:16]([CH:20]=[CH:21][CH:22]=1)[C:17](O)=[O:18].C(N(CC)CC)C.Cl.[CH3:32][NH:33][O:34][CH3:35]. (3) Given the product [CH:25]([C:28]1[CH:36]=[CH:35][CH:34]=[CH:33][C:29]=1[C:30]([NH:1][C:2]1[CH:7]=[CH:6][C:5]([N:8]2[C:14](=[O:15])[CH2:13][C:12](=[O:16])[NH:11][C:10]3[C:17]4[C:22]([CH:23]=[CH:24][C:9]2=3)=[CH:21][CH:20]=[CH:19][CH:18]=4)=[CH:4][CH:3]=1)=[O:31])([CH3:27])[CH3:26], predict the reactants needed to synthesize it. The reactants are: [NH2:1][C:2]1[CH:7]=[CH:6][C:5]([N:8]2[C:14](=[O:15])[CH2:13][C:12](=[O:16])[NH:11][C:10]3[C:17]4[C:22]([CH:23]=[CH:24][C:9]2=3)=[CH:21][CH:20]=[CH:19][CH:18]=4)=[CH:4][CH:3]=1.[CH:25]([C:28]1[CH:36]=[CH:35][CH:34]=[CH:33][C:29]=1[C:30](Cl)=[O:31])([CH3:27])[CH3:26].NC1C=CC(N2C3C(=C4C(=CC=3)C=NC=C4)NC(=O)CC2=O)=CC=1.